From a dataset of CYP2C9 inhibition data for predicting drug metabolism from PubChem BioAssay. Regression/Classification. Given a drug SMILES string, predict its absorption, distribution, metabolism, or excretion properties. Task type varies by dataset: regression for continuous measurements (e.g., permeability, clearance, half-life) or binary classification for categorical outcomes (e.g., BBB penetration, CYP inhibition). Dataset: cyp2c9_veith. (1) The molecule is CC(C(=O)Nc1ccccc1Sc1ccccc1)N(c1ccccc1)S(C)(=O)=O. The result is 1 (inhibitor). (2) The molecule is COC(=O)[C@@]1(Cc2ccc(OC)cc2)[C@H]2c3cc(C(=O)N(C)C)n(Cc4ccccn4)c3C[C@H]2CN1C(=O)c1ccccc1. The result is 1 (inhibitor). (3) The molecule is O=C(/C=C/c1ccccc1)N/C(=C\c1ccco1)C(=O)NCCO. The result is 0 (non-inhibitor). (4) The drug is O=[N+]([O-])/C=C\c1cc2ccccc2[nH]1. The result is 0 (non-inhibitor). (5) The compound is CCOC(=O)C1CCCN(C(=O)C2CCN(S(=O)(=O)N3CCC4(CC3)OCCO4)CC2)C1. The result is 0 (non-inhibitor). (6) The result is 0 (non-inhibitor). The drug is Cc1cc(Cc2cc(C)c(N)cc2N)c(N)cc1N. (7) The compound is CSCC[C@H](NC(=O)c1nn(C)c(=O)c2ccccc12)c1nc2ccccc2[nH]1. The result is 1 (inhibitor).